This data is from Catalyst prediction with 721,799 reactions and 888 catalyst types from USPTO. The task is: Predict which catalyst facilitates the given reaction. (1) Reactant: Cl[C:2]([O:4][CH2:5][Cl:6])=[O:3].[CH3:7][O:8][CH2:9][CH2:10][O:11][CH2:12][CH2:13][O:14][CH2:15][CH2:16][O:17][CH2:18][CH2:19][O:20][CH2:21][CH2:22][OH:23].N1C=CC=CC=1. Product: [C:2](=[O:3])([O:23][CH2:22][CH2:21][O:20][CH2:19][CH2:18][O:17][CH2:16][CH2:15][O:14][CH2:13][CH2:12][O:11][CH2:10][CH2:9][O:8][CH3:7])[O:4][CH2:5][Cl:6]. The catalyst class is: 2. (2) Reactant: [F:1][CH:2]1[CH:7]([N:8]2[CH2:14][CH2:13][C:12]3[CH:15]=[C:16]([O:19][CH3:20])[CH:17]=[CH:18][C:11]=3[NH:10][C:9]2=[O:21])[CH2:6][CH2:5][NH:4][CH2:3]1.Cl[C:23]1[N:28]=[C:27]([CH3:29])[N:26]=[C:25]([C:30]([C:32]2[CH:42]=[C:41]([CH3:43])[C:35]3[N:36]([CH3:40])[C:37](=[O:39])[O:38][C:34]=3[CH:33]=2)=[O:31])[CH:24]=1.CCN(C(C)C)C(C)C. Product: [CH3:40][N:36]1[C:35]2[C:41]([CH3:43])=[CH:42][C:32]([C:30]([C:25]3[N:26]=[C:27]([CH3:29])[N:28]=[C:23]([N:4]4[CH2:5][CH2:6][CH:7]([N:8]5[CH2:14][CH2:13][C:12]6[CH:15]=[C:16]([O:19][CH3:20])[CH:17]=[CH:18][C:11]=6[NH:10][C:9]5=[O:21])[CH:2]([F:1])[CH2:3]4)[CH:24]=3)=[O:31])=[CH:33][C:34]=2[O:38][C:37]1=[O:39]. The catalyst class is: 3. (3) Reactant: [CH3:1][O:2][CH2:3][CH2:4][OH:5].[C:6](Cl)(=[O:10])[C:7]([Cl:9])=[O:8]. Product: [CH3:1][O:2][CH2:3][CH2:4][O:5][C:6](=[O:10])[C:7]([Cl:9])=[O:8]. The catalyst class is: 2. (4) Reactant: [NH2:1][C:2]1[C:9]([F:10])=[CH:8][C:5]([C:6]#N)=[C:4]([F:11])[CH:3]=1.S(=O)(=O)(O)O.[OH2:17].[OH-:18].[Na+]. Product: [NH2:1][C:2]1[C:9]([F:10])=[CH:8][C:5]([C:6]([OH:18])=[O:17])=[C:4]([F:11])[CH:3]=1. The catalyst class is: 12. (5) Reactant: [CH3:1][O:2][C:3](=[O:13])[C@@H:4]([NH2:12])[CH2:5][CH:6]1[CH2:11][CH2:10][CH2:9][CH2:8][CH2:7]1.C(N(CC)C(C)C)(C)C.C([O:25][C:26](=O)/[CH:27]=[C:28](/[O:31][C:32]1[CH:37]=[CH:36][CH:35]=[CH:34][C:33]=1[CH2:38][CH2:39][CH3:40])\[CH2:29]Br)C. Product: [CH3:1][O:2][C:3](=[O:13])[C@@H:4]([N:12]1[CH2:29][C:28]([O:31][C:32]2[CH:37]=[CH:36][CH:35]=[CH:34][C:33]=2[CH2:38][CH2:39][CH3:40])=[CH:27][C:26]1=[O:25])[CH2:5][CH:6]1[CH2:11][CH2:10][CH2:9][CH2:8][CH2:7]1. The catalyst class is: 9. (6) Product: [CH3:1][O:2][C:3](=[O:32])[N:4]=[C:5]([S:30][CH3:31])[C:6]([C:20]1[CH:25]=[C:24]([O:26][CH3:27])[CH:23]=[C:22]([O:28][CH2:40][CH2:41][O:42][Si:43]([C:46]([CH3:49])([CH3:48])[CH3:47])([CH3:45])[CH3:44])[C:21]=1[F:29])=[N:7][C:8]1[CH:13]=[CH:12][C:11]([C:14]2[N:18]=[C:17]([CH3:19])[O:16][N:15]=2)=[CH:10][CH:9]=1. Reactant: [CH3:1][O:2][C:3](=[O:32])[N:4]=[C:5]([S:30][CH3:31])[C:6]([C:20]1[CH:25]=[C:24]([O:26][CH3:27])[CH:23]=[C:22]([OH:28])[C:21]=1[F:29])=[N:7][C:8]1[CH:13]=[CH:12][C:11]([C:14]2[N:18]=[C:17]([CH3:19])[O:16][N:15]=2)=[CH:10][CH:9]=1.C(=O)([O-])[O-].[K+].[K+].Br[CH2:40][CH2:41][O:42][Si:43]([C:46]([CH3:49])([CH3:48])[CH3:47])([CH3:45])[CH3:44].[Cl-].[NH4+]. The catalyst class is: 136.